From a dataset of Reaction yield outcomes from USPTO patents with 853,638 reactions. Predict the reaction yield, written as a fraction of the theoretical maximum amount of product (1.0 means a 100% yield; for example, 0.34 means a 34% yield). (1) The reactants are [NH2:1][C:2]1[C:3]2[S:10][CH:9]=[C:8]([C:11]([NH:13][C:14]3[C:23]([CH3:24])=[CH:22][CH:21]=[C:20]4[C:15]=3[CH:16]=[CH:17][N:18]=[C:19]4[NH:25][C:26]3[CH:31]=[CH:30][C:29]([CH2:32][N:33]4[CH2:38][CH2:37][N:36]([CH2:39][CH3:40])[CH2:35][CH2:34]4)=[C:28]([C:41]([F:44])([F:43])[F:42])[CH:27]=3)=[O:12])[C:4]=2[N:5]=[CH:6][N:7]=1.[CH3:45]NC1C2SC=C(C(O)=O)C=2N=CN=1. No catalyst specified. The product is [CH2:39]([N:36]1[CH2:35][CH2:34][N:33]([CH2:32][C:29]2[CH:30]=[CH:31][C:26]([NH:25][C:19]3[C:20]4[C:15](=[C:14]([NH:13][C:11]([C:8]5[C:4]6[N:5]=[CH:6][N:7]=[C:2]([NH:1][CH3:45])[C:3]=6[S:10][CH:9]=5)=[O:12])[C:23]([CH3:24])=[CH:22][CH:21]=4)[CH:16]=[CH:17][N:18]=3)=[CH:27][C:28]=2[C:41]([F:43])([F:44])[F:42])[CH2:38][CH2:37]1)[CH3:40]. The yield is 0.130. (2) The reactants are Cl[C:2]1[C:3]2[CH:10]=[C:9]([C:11]3[CH:16]=[CH:15][C:14]([F:17])=[CH:13][CH:12]=3)[S:8][C:4]=2[N:5]=[CH:6][N:7]=1.C(N(CC)CC)C.[Cl:25][C:26]1[CH:41]=[CH:40][C:29]([O:30][CH2:31][C:32]([N:34]2[CH2:39][CH2:38][NH:37][CH2:36][CH2:35]2)=[O:33])=[CH:28][CH:27]=1. The catalyst is O1CCOCC1. The product is [Cl:25][C:26]1[CH:27]=[CH:28][C:29]([O:30][CH2:31][C:32]([N:34]2[CH2:39][CH2:38][N:37]([C:2]3[C:3]4[CH:10]=[C:9]([C:11]5[CH:16]=[CH:15][C:14]([F:17])=[CH:13][CH:12]=5)[S:8][C:4]=4[N:5]=[CH:6][N:7]=3)[CH2:36][CH2:35]2)=[O:33])=[CH:40][CH:41]=1. The yield is 0.750.